This data is from TCR-epitope binding with 47,182 pairs between 192 epitopes and 23,139 TCRs. The task is: Binary Classification. Given a T-cell receptor sequence (or CDR3 region) and an epitope sequence, predict whether binding occurs between them. (1) The TCR CDR3 sequence is CASSLGAGGPSDTQYF. Result: 0 (the TCR does not bind to the epitope). The epitope is KMQRMLLEK. (2) The epitope is EPLPQGQLTAY. Result: 0 (the TCR does not bind to the epitope). The TCR CDR3 sequence is CASSPLSPGENSNQPQHF. (3) The epitope is QECVRGTTVL. The TCR CDR3 sequence is CASSAGLKYEQYF. Result: 1 (the TCR binds to the epitope).